This data is from Full USPTO retrosynthesis dataset with 1.9M reactions from patents (1976-2016). The task is: Predict the reactants needed to synthesize the given product. (1) Given the product [C:35]([O:34][C:32]([N:8]1[CH2:13][C:12]([CH3:14])([CH3:15])[CH2:11][CH2:10][CH:9]1[CH2:16][NH:17][C:18](=[O:23])[C:19]([F:21])([F:22])[F:20])=[O:33])([CH3:36])([CH3:37])[CH3:38], predict the reactants needed to synthesize it. The reactants are: C([N:8]1[CH2:13][C:12]([CH3:15])([CH3:14])[CH2:11][CH2:10][CH:9]1[CH2:16][NH:17][C:18](=[O:23])[C:19]([F:22])([F:21])[F:20])C1C=CC=CC=1.[C:32](O[C:32]([O:34][C:35]([CH3:38])([CH3:37])[CH3:36])=[O:33])([O:34][C:35]([CH3:38])([CH3:37])[CH3:36])=[O:33]. (2) Given the product [F:18][CH:17]([F:19])[C:13]1[NH:12][C:13]([CH:17]([F:19])[F:18])=[C:14]([C:15]#[N:16])[CH:10]([C:6]2[CH:5]=[C:4]3[C:9](=[CH:8][CH:7]=2)[NH:1][N:2]=[CH:3]3)[C:14]=1[C:15]#[N:16], predict the reactants needed to synthesize it. The reactants are: [NH:1]1[C:9]2[C:4](=[CH:5][C:6]([CH:10]=O)=[CH:7][CH:8]=2)[CH:3]=[N:2]1.[NH2:12][C:13]([CH:17]([F:19])[F:18])=[CH:14][C:15]#[N:16]. (3) Given the product [O:1]=[C:2]1[C:10]2[CH:9]=[CH:8][CH:7]=[CH:6][C:5]=2[CH:4]([CH2:11][C:12]([NH2:15])=[O:14])[O:3]1, predict the reactants needed to synthesize it. The reactants are: [O:1]=[C:2]1[C:10]2[C:5](=[CH:6][CH:7]=[CH:8][CH:9]=2)[CH:4]([CH2:11][C:12]([OH:14])=O)[O:3]1.[NH4+:15].[OH-]. (4) Given the product [CH:73]1([C@H:68]([NH:67][C:15]([C:13]2[S:14][C:10]([C:7]3[CH:6]=[CH:5][C:4]([O:3][C:2]([F:32])([F:31])[F:1])=[CH:9][CH:8]=3)=[CH:11][C:12]=2[NH:18][C:19]([NH:21][C:22]2[C:23]([CH3:30])=[CH:24][C:25]([CH3:29])=[CH:26][C:27]=2[CH3:28])=[O:20])=[O:17])[C:69]([O:71][CH3:72])=[O:70])[CH2:78][CH2:77][CH2:76][CH2:75][CH2:74]1, predict the reactants needed to synthesize it. The reactants are: [F:1][C:2]([F:32])([F:31])[O:3][C:4]1[CH:9]=[CH:8][C:7]([C:10]2[S:14][C:13]([C:15]([OH:17])=O)=[C:12]([NH:18][C:19]([NH:21][C:22]3[C:27]([CH3:28])=[CH:26][C:25]([CH3:29])=[CH:24][C:23]=3[CH3:30])=[O:20])[CH:11]=2)=[CH:6][CH:5]=1.CN(C(ON1N=NC2C=CC=NC1=2)=[N+](C)C)C.F[P-](F)(F)(F)(F)F.CCN(C(C)C)C(C)C.Cl.[NH2:67][C@@H:68]([CH:73]1[CH2:78][CH2:77][CH2:76][CH2:75][CH2:74]1)[C:69]([O:71][CH3:72])=[O:70]. (5) Given the product [C:17]([O:21][C:22]([NH:1][C@H:2]1[CH2:7][CH2:6][C@H:5]([C:8]([OH:10])=[O:9])[CH2:4][CH2:3]1)=[O:23])([CH3:20])([CH3:19])[CH3:18], predict the reactants needed to synthesize it. The reactants are: [NH2:1][C@H:2]1[CH2:7][CH2:6][C@H:5]([C:8]([OH:10])=[O:9])[CH2:4][CH2:3]1.O.C(=O)([O-])O.[Na+].[C:17]([O:21][C:22](O[C:22]([O:21][C:17]([CH3:20])([CH3:19])[CH3:18])=[O:23])=[O:23])([CH3:20])([CH3:19])[CH3:18]. (6) Given the product [CH:1]([O:4][C:5]([N:7]1[CH2:12][CH2:11][CH:10]([C@H:18]([CH3:19])[CH2:23][CH:24]=[O:25])[CH2:9][CH2:8]1)=[O:6])([CH3:3])[CH3:2], predict the reactants needed to synthesize it. The reactants are: [CH:1]([O:4][C:5]([N:7]1[CH2:12][CH2:11][CH2:10][CH2:9][CH2:8]1)=[O:6])([CH3:3])[CH3:2].CC(OI1(OC(C)=O)(OC(C)=O)O[C:24](=[O:25])[C:23]2C=CC=[CH:19][C:18]1=2)=O. (7) Given the product [Cl:16][CH2:17][CH2:18][CH2:19][C:20]#[C:21][C:2]1[CH:7]=[CH:6][C:5]([C:8]2[O:12][C:11]([CH3:13])=[N:10][CH:9]=2)=[C:4]([O:14][CH3:15])[CH:3]=1, predict the reactants needed to synthesize it. The reactants are: Br[C:2]1[CH:7]=[CH:6][C:5]([C:8]2[O:12][C:11]([CH3:13])=[N:10][CH:9]=2)=[C:4]([O:14][CH3:15])[CH:3]=1.[Cl:16][CH2:17][CH2:18][CH2:19][C:20]#[CH:21].C(N(CC)CC)C.